This data is from Peptide-MHC class I binding affinity with 185,985 pairs from IEDB/IMGT. The task is: Regression. Given a peptide amino acid sequence and an MHC pseudo amino acid sequence, predict their binding affinity value. This is MHC class I binding data. (1) The binding affinity (normalized) is 0.0847. The MHC is HLA-A30:01 with pseudo-sequence HLA-A30:01. The peptide sequence is LYDYKENRF. (2) The peptide sequence is YIYTRSFQM. The MHC is HLA-A02:01 with pseudo-sequence HLA-A02:01. The binding affinity (normalized) is 1.00.